Predict which catalyst facilitates the given reaction. From a dataset of Catalyst prediction with 721,799 reactions and 888 catalyst types from USPTO. (1) Reactant: OC1C(OS(C2C=CC(C)=CC=2)(=O)=O)=C(I)C=CC=1.[F:20][C:21]([F:29])([F:28])[C:22](=O)[CH2:23][C:24](=[O:26])[CH3:25].[NH2:30][C:31]([NH2:33])=[S:32]. Product: [NH2:33][C:31]1[S:32][C:23]([C:24](=[O:26])[CH3:25])=[C:22]([C:21]([F:29])([F:28])[F:20])[N:30]=1. The catalyst class is: 10. (2) Product: [Br:14][C:11]1[C:10](=[O:13])[NH:9][C:7]2[N:8]=[C:3]([S:2][CH3:1])[N:4]=[CH:5][C:6]=2[CH:12]=1. Reactant: [CH3:1][S:2][C:3]1[N:4]=[CH:5][C:6]2[CH:12]=[CH:11][C:10](=[O:13])[NH:9][C:7]=2[N:8]=1.[Br:14]N1C(=O)CCC1=O. The catalyst class is: 9. (3) Product: [OH:3][C:2]([CH:4]([C:6]1[CH:7]=[CH:8][C:9]([CH2:10][CH:11]([CH3:12])[CH3:13])=[CH:14][CH:15]=1)[CH3:5])=[O:1].[N:16]1[CH:21]=[CH:20][C:19]([C:22]2[CH:27]=[CH:26][N:25]=[CH:24][CH:23]=2)=[CH:18][CH:17]=1. The catalyst class is: 21. Reactant: [OH:1][C:2]([CH:4]([C:6]1[CH:15]=[CH:14][C:9]([CH2:10][CH:11]([CH3:13])[CH3:12])=[CH:8][CH:7]=1)[CH3:5])=[O:3].[N:16]1[CH:21]=[CH:20][C:19]([C:22]2[CH:27]=[CH:26][N:25]=[CH:24][CH:23]=2)=[CH:18][CH:17]=1. (4) Reactant: [Br:1][C:2]1[C:3](=[O:9])[NH:4][N:5]=[CH:6][C:7]=1[Br:8].Br[CH2:11][C:12]([O:14][CH2:15][CH3:16])=[O:13].C(=O)([O-])[O-].[K+].[K+].C(OCC)(=O)C. Product: [Br:8][C:7]1[CH:6]=[N:5][N:4]([CH2:11][C:12]([O:14][CH2:15][CH3:16])=[O:13])[C:3](=[O:9])[C:2]=1[Br:1]. The catalyst class is: 9. (5) Product: [Br:1][C:2]1[C:3](=[O:31])[N:4]([C:19]2[CH:20]=[C:21]([CH:26]=[CH:27][C:28]=2[O:29][CH3:30])[C:22]([OH:24])=[O:23])[C:5]([CH3:18])=[CH:6][C:7]=1[O:8][CH2:9][C:10]1[CH:15]=[CH:14][C:13]([F:16])=[CH:12][C:11]=1[F:17]. The catalyst class is: 6. Reactant: [Br:1][C:2]1[C:3](=[O:31])[N:4]([C:19]2[CH:20]=[C:21]([CH:26]=[CH:27][C:28]=2[O:29][CH3:30])[C:22]([O:24]C)=[O:23])[C:5]([CH3:18])=[CH:6][C:7]=1[O:8][CH2:9][C:10]1[CH:15]=[CH:14][C:13]([F:16])=[CH:12][C:11]=1[F:17].O1CCCC1.CO.[OH-].[Na+]. (6) Reactant: C(OC[N:9]1[C:18](=[O:19])[C:17]2[C:12](=[CH:13][C:14]([O:24][CH2:25][C:26]3[CH:31]=[CH:30][CH:29]=[CH:28][CH:27]=3)=[CH:15][C:16]=2[O:20][CH:21]([CH3:23])[CH3:22])[N:11]=[CH:10]1)(=O)C(C)(C)C.N. Product: [CH2:25]([O:24][C:14]1[CH:13]=[C:12]2[C:17]([C:18](=[O:19])[NH:9][CH:10]=[N:11]2)=[C:16]([O:20][CH:21]([CH3:23])[CH3:22])[CH:15]=1)[C:26]1[CH:27]=[CH:28][CH:29]=[CH:30][CH:31]=1. The catalyst class is: 5.